Task: Predict the reaction yield, written as a fraction of the theoretical maximum amount of product (1.0 means a 100% yield; for example, 0.34 means a 34% yield).. Dataset: Reaction yield outcomes from USPTO patents with 853,638 reactions (1) The yield is 0.270. The catalyst is C1(C)C=CC=CC=1.C(O)C.C1C=CC([P]([Pd]([P](C2C=CC=CC=2)(C2C=CC=CC=2)C2C=CC=CC=2)([P](C2C=CC=CC=2)(C2C=CC=CC=2)C2C=CC=CC=2)[P](C2C=CC=CC=2)(C2C=CC=CC=2)C2C=CC=CC=2)(C2C=CC=CC=2)C2C=CC=CC=2)=CC=1. The reactants are [O:1]([C:8]1[CH:13]=[CH:12][C:11](B(O)O)=[CH:10][CH:9]=1)[C:2]1[CH:7]=[CH:6][CH:5]=[CH:4][CH:3]=1.[NH2:17][C:18]1[C:19]([C:26]([NH2:28])=[O:27])=[N:20][C:21](Cl)=[C:22]([NH2:24])[N:23]=1.C(=O)([O-])[O-].[Na+].[Na+].O. The product is [NH2:17][C:18]1[C:19]([C:26]([NH2:28])=[O:27])=[N:20][C:21]([C:11]2[CH:12]=[CH:13][C:8]([O:1][C:2]3[CH:7]=[CH:6][CH:5]=[CH:4][CH:3]=3)=[CH:9][CH:10]=2)=[C:22]([NH2:24])[N:23]=1. (2) The catalyst is [Fe].CCOCC. The reactants are [C:1]([C:3]1[C:8]([F:9])=[CH:7][C:6]([N+:10]([O-])=O)=[CH:5][N:4]=1)#[N:2].CCOC(C)=O.CC(O)=O. The product is [NH2:10][C:6]1[CH:7]=[C:8]([F:9])[C:3]([C:1]#[N:2])=[N:4][CH:5]=1. The yield is 0.940. (3) The reactants are [Br:1][C:2]1[CH:3]=[CH:4][C:5]2[N:9]=[C:8]([C:10]3[CH:14]=[C:13]([CH3:15])[N:12]([CH2:16][C:17]4[CH:22]=[CH:21][C:20]([CH3:23])=[CH:19][CH:18]=4)[N:11]=3)[NH:7][C:6]=2[CH:24]=1.C(N(C(C)C)CC)(C)C.[CH3:34][Si:35]([CH3:42])([CH3:41])[CH2:36][CH2:37][O:38][CH2:39]Cl.O. The catalyst is ClCCl. The product is [Br:1][C:2]1[CH:3]=[CH:4][C:5]2[N:9]=[C:8]([C:10]3[CH:14]=[C:13]([CH3:15])[N:12]([CH2:16][C:17]4[CH:22]=[CH:21][C:20]([CH3:23])=[CH:19][CH:18]=4)[N:11]=3)[N:7]([CH2:39][O:38][CH2:37][CH2:36][Si:35]([CH3:42])([CH3:41])[CH3:34])[C:6]=2[CH:24]=1. The yield is 0.700. (4) The reactants are CC(C)N=C=NC(C)C.[F:10][C:11]1[CH:12]=[C:13]([CH:17]=[C:18]([F:21])[C:19]=1[F:20])[C:14]([OH:16])=O.[CH2:22]([N:29]1[CH2:34][CH2:33][NH:32][CH2:31][CH2:30]1)[C:23]1[CH:28]=[CH:27][CH:26]=[CH:25][CH:24]=1. The catalyst is C1COCC1. The product is [CH2:22]([N:29]1[CH2:34][CH2:33][N:32]([C:14]([C:13]2[CH:17]=[C:18]([F:21])[C:19]([F:20])=[C:11]([F:10])[CH:12]=2)=[O:16])[CH2:31][CH2:30]1)[C:23]1[CH:24]=[CH:25][CH:26]=[CH:27][CH:28]=1. The yield is 0.600. (5) The reactants are [C:1]([S:14]([N:17]([CH2:21][CH2:22][CH2:23][CH2:24][CH2:25][C:26]([O:28]CC)=[O:27])[CH2:18][CH2:19][CH3:20])(=[O:16])=[O:15])([C:4]([C:7]([C:10]([F:13])([F:12])[F:11])([F:9])[F:8])([F:6])[F:5])([F:3])[F:2].[OH-].[K+:32].C(O)(C)C. The catalyst is O. The product is [C:1]([S:14]([N:17]([CH2:21][CH2:22][CH2:23][CH2:24][CH2:25][C:26]([O:28][K:32])=[O:27])[CH2:18][CH2:19][CH3:20])(=[O:16])=[O:15])([C:4]([C:7]([C:10]([F:13])([F:12])[F:11])([F:9])[F:8])([F:6])[F:5])([F:3])[F:2]. The yield is 0.613.